From a dataset of Forward reaction prediction with 1.9M reactions from USPTO patents (1976-2016). Predict the product of the given reaction. (1) Given the reactants CC1C=CC(C)=CC=1.[CH3:9][O:10][CH2:11][O:12][C:13]1[CH:14]=[C:15]([CH:19]=[C:20]([O:22][CH2:23][O:24][CH3:25])[CH:21]=1)[C:16](Cl)=O.[C:26]([O:29][C:30]1[CH:37]=[CH:36][C:33]([CH:34]=C)=[CH:32][CH:31]=1)(=[O:28])[CH3:27].CN1CCOCC1, predict the reaction product. The product is: [C:26]([O:29][C:30]1[CH:37]=[CH:36][C:33]([CH:34]=[CH:16][C:15]2[CH:14]=[C:13]([O:12][CH2:11][O:10][CH3:9])[CH:21]=[C:20]([O:22][CH2:23][O:24][CH3:25])[CH:19]=2)=[CH:32][CH:31]=1)(=[O:28])[CH3:27]. (2) The product is: [C:5]([Cl:3])(=[O:18])[CH2:6][CH2:7][CH2:8][CH2:9][CH2:10][CH2:11][CH2:12][CH2:13][CH2:14][CH2:15][CH3:16]. Given the reactants S(Cl)([Cl:3])=O.[C:5]([OH:18])(=O)[CH2:6][CH2:7][CH2:8][CH2:9][CH2:10][CH2:11][CH2:12][CH2:13][CH2:14][CH2:15][CH3:16], predict the reaction product. (3) Given the reactants [Cl:1][C:2]1[CH:11]=[C:10]2[C:5]([C:6]([NH:12][CH:13]3[CH2:18][CH2:17][CH:16]([NH2:19])[CH2:15][CH2:14]3)=[CH:7][CH:8]=[N:9]2)=[CH:4][CH:3]=1.[Cl:20][C:21]1[CH:26]=[CH:25][C:24]([S:27](Cl)(=[O:29])=[O:28])=[CH:23][CH:22]=1, predict the reaction product. The product is: [Cl:20][C:21]1[CH:26]=[CH:25][C:24]([S:27]([NH:19][C@H:16]2[CH2:15][CH2:14][C@@H:13]([NH:12][C:6]3[C:5]4[C:10](=[CH:11][C:2]([Cl:1])=[CH:3][CH:4]=4)[N:9]=[CH:8][CH:7]=3)[CH2:18][CH2:17]2)(=[O:29])=[O:28])=[CH:23][CH:22]=1. (4) Given the reactants [C:1]1([CH3:18])[CH:6]=[CH:5][C:4]([NH:7][S:8]([C:11]2[CH:16]=[CH:15][C:14](Br)=[CH:13][CH:12]=2)(=[O:10])=[O:9])=[CH:3][CH:2]=1.[C:19]([O-])(=[O:21])C.[K+].CO[C:26]1[C:27]([CH2:32][CH2:33][C:34]2[NH:43][C:37]3=[N:38][CH:39]=[C:40](I)[CH:41]=[C:36]3[N:35]=2)=[N:28][CH:29]=[CH:30][CH:31]=1.C(=O)([O-])[O-].[K+].[K+].[Cl-].[Li+], predict the reaction product. The product is: [CH3:19][O:21][C:31]1[CH:30]=[CH:29][N:28]=[C:27]([CH2:32][CH2:33][C:34]2[NH:43][C:37]3=[N:38][CH:39]=[C:40]([C:14]4[CH:15]=[CH:16][C:11]([S:8]([NH:7][C:4]5[CH:5]=[CH:6][C:1]([CH3:18])=[CH:2][CH:3]=5)(=[O:10])=[O:9])=[CH:12][CH:13]=4)[CH:41]=[C:36]3[N:35]=2)[CH:26]=1. (5) The product is: [Cl:1][C:2]1[N:3]=[N:4][C:5]([NH:9][NH2:10])=[CH:6][CH:7]=1. Given the reactants [Cl:1][C:2]1[N:3]=[N:4][C:5](Cl)=[CH:6][CH:7]=1.[NH2:9][NH2:10].CCN(CC)CC, predict the reaction product. (6) Given the reactants C([O:3][C:4](=[O:24])[CH2:5][S:6][C:7]1[CH:12]=[CH:11][C:10]([O:13][CH2:14][CH2:15][CH:16]([O:18]S(C)(=O)=O)[CH3:17])=[CH:9][C:8]=1[CH3:23])C.[C:25]1([CH3:43])[CH:30]=[CH:29][CH:28]=[CH:27][C:26]=1[O:31][C:32]1[CH:37]=[C:36]([C:38]([F:41])([F:40])[F:39])[CH:35]=[CH:34][C:33]=1O, predict the reaction product. The product is: [CH3:23][C:8]1[CH:9]=[C:10]([O:13][CH2:14][CH2:15][C@H:16]([O:18][C:33]2[CH:34]=[CH:35][C:36]([C:38]([F:40])([F:39])[F:41])=[CH:37][C:32]=2[O:31][C:26]2[CH:27]=[CH:28][CH:29]=[CH:30][C:25]=2[CH3:43])[CH3:17])[CH:11]=[CH:12][C:7]=1[S:6][CH2:5][C:4]([OH:3])=[O:24].